Dataset: Catalyst prediction with 721,799 reactions and 888 catalyst types from USPTO. Task: Predict which catalyst facilitates the given reaction. Reactant: I[C:2]1[C:3]([NH2:18])=[N:4][CH:5]=[CH:6][C:7]=1[O:8][C:9]1[CH:14]=[CH:13][C:12]([N+:15]([O-:17])=[O:16])=[CH:11][CH:10]=1.[C:19]([O:23][CH2:24][CH3:25])(=[O:22])[CH:20]=[CH2:21].C(N(CCCC)CCCC)CCC.CC(C)=O. Product: [NH2:18][C:3]1[C:2](/[CH:21]=[CH:20]/[C:19]([O:23][CH2:24][CH3:25])=[O:22])=[C:7]([O:8][C:9]2[CH:14]=[CH:13][C:12]([N+:15]([O-:17])=[O:16])=[CH:11][CH:10]=2)[CH:6]=[CH:5][N:4]=1. The catalyst class is: 713.